From a dataset of Catalyst prediction with 721,799 reactions and 888 catalyst types from USPTO. Predict which catalyst facilitates the given reaction. Reactant: [CH2:1]([C:9]([CH2:16][CH2:17][C:18]1[CH:23]=[CH:22][CH:21]=[CH:20][CH:19]=1)=[CH:10][C:11]([O:13][CH2:14][CH3:15])=[O:12])[CH2:2][C:3]1[CH:8]=[CH:7][CH:6]=[CH:5][CH:4]=1. Product: [CH2:16]([CH:9]([CH2:1][CH2:2][C:3]1[CH:8]=[CH:7][CH:6]=[CH:5][CH:4]=1)[CH2:10][C:11]([O:13][CH2:14][CH3:15])=[O:12])[CH2:17][C:18]1[CH:23]=[CH:22][CH:21]=[CH:20][CH:19]=1. The catalyst class is: 29.